From a dataset of NCI-60 drug combinations with 297,098 pairs across 59 cell lines. Regression. Given two drug SMILES strings and cell line genomic features, predict the synergy score measuring deviation from expected non-interaction effect. (1) Drug 1: C1CCN(CC1)CCOC2=CC=C(C=C2)C(=O)C3=C(SC4=C3C=CC(=C4)O)C5=CC=C(C=C5)O. Drug 2: CNC(=O)C1=NC=CC(=C1)OC2=CC=C(C=C2)NC(=O)NC3=CC(=C(C=C3)Cl)C(F)(F)F. Synergy scores: CSS=12.2, Synergy_ZIP=0.560, Synergy_Bliss=-2.07, Synergy_Loewe=-4.86, Synergy_HSA=-2.63. Cell line: SF-295. (2) Drug 1: CCC1=CC2CC(C3=C(CN(C2)C1)C4=CC=CC=C4N3)(C5=C(C=C6C(=C5)C78CCN9C7C(C=CC9)(C(C(C8N6C)(C(=O)OC)O)OC(=O)C)CC)OC)C(=O)OC.C(C(C(=O)O)O)(C(=O)O)O. Drug 2: CC1OCC2C(O1)C(C(C(O2)OC3C4COC(=O)C4C(C5=CC6=C(C=C35)OCO6)C7=CC(=C(C(=C7)OC)O)OC)O)O. Cell line: SF-268. Synergy scores: CSS=34.6, Synergy_ZIP=0.574, Synergy_Bliss=-0.723, Synergy_Loewe=-5.42, Synergy_HSA=1.98. (3) Drug 1: C1=C(C(=O)NC(=O)N1)N(CCCl)CCCl. Drug 2: CC1=C(C(=CC=C1)Cl)NC(=O)C2=CN=C(S2)NC3=CC(=NC(=N3)C)N4CCN(CC4)CCO. Cell line: HCT-15. Synergy scores: CSS=39.2, Synergy_ZIP=-0.847, Synergy_Bliss=0.519, Synergy_Loewe=0.286, Synergy_HSA=2.47. (4) Drug 1: CC1=C(C(=CC=C1)Cl)NC(=O)C2=CN=C(S2)NC3=CC(=NC(=N3)C)N4CCN(CC4)CCO. Drug 2: CS(=O)(=O)CCNCC1=CC=C(O1)C2=CC3=C(C=C2)N=CN=C3NC4=CC(=C(C=C4)OCC5=CC(=CC=C5)F)Cl. Cell line: NCI-H322M. Synergy scores: CSS=8.48, Synergy_ZIP=-0.0729, Synergy_Bliss=0.157, Synergy_Loewe=-2.96, Synergy_HSA=-3.06. (5) Drug 1: CC1=C(C=C(C=C1)C(=O)NC2=CC(=CC(=C2)C(F)(F)F)N3C=C(N=C3)C)NC4=NC=CC(=N4)C5=CN=CC=C5. Drug 2: C1=CN(C=N1)CC(O)(P(=O)(O)O)P(=O)(O)O. Cell line: RXF 393. Synergy scores: CSS=1.73, Synergy_ZIP=-3.15, Synergy_Bliss=-3.73, Synergy_Loewe=-1.27, Synergy_HSA=-1.21. (6) Drug 1: CNC(=O)C1=CC=CC=C1SC2=CC3=C(C=C2)C(=NN3)C=CC4=CC=CC=N4. Drug 2: CS(=O)(=O)CCNCC1=CC=C(O1)C2=CC3=C(C=C2)N=CN=C3NC4=CC(=C(C=C4)OCC5=CC(=CC=C5)F)Cl. Cell line: TK-10. Synergy scores: CSS=23.6, Synergy_ZIP=-0.0237, Synergy_Bliss=8.42, Synergy_Loewe=-2.08, Synergy_HSA=7.17.